Task: Predict the reaction yield, written as a fraction of the theoretical maximum amount of product (1.0 means a 100% yield; for example, 0.34 means a 34% yield).. Dataset: Reaction yield outcomes from USPTO patents with 853,638 reactions (1) The reactants are [CH3:1][O:2][C:3]1[CH:4]=[C:5]2[C:10](=[CH:11][C:12]=1[O:13][CH3:14])[N:9]=[CH:8][N:7]=[C:6]2[O:15][C:16]1[CH:17]=[N:18][N:19]([CH2:21][C:22]([OH:24])=O)[CH:20]=1.[NH2:25][C:26]1[CH:31]=[CH:30][CH:29]=[C:28]([CH2:32][O:33][Si:34]([C:37]([CH3:40])([CH3:39])[CH3:38])([CH3:36])[CH3:35])[N:27]=1. No catalyst specified. The product is [Si:34]([O:33][CH2:32][C:28]1[N:27]=[C:26]([NH:25][C:22](=[O:24])[CH2:21][N:19]2[CH:20]=[C:16]([O:15][C:6]3[C:5]4[C:10](=[CH:11][C:12]([O:13][CH3:14])=[C:3]([O:2][CH3:1])[CH:4]=4)[N:9]=[CH:8][N:7]=3)[CH:17]=[N:18]2)[CH:31]=[CH:30][CH:29]=1)([C:37]([CH3:40])([CH3:39])[CH3:38])([CH3:36])[CH3:35]. The yield is 0.700. (2) The catalyst is C(O)C. The product is [Br:2][C:3]1[C:7]2[N:8]=[CH:9][N:10]=[C:11]([NH:12][N:13]=[CH:20][C:16]3[CH:15]=[N:14][CH:19]=[CH:18][CH:17]=3)[C:6]=2[S:5][CH:4]=1. The reactants are Cl.[Br:2][C:3]1[C:7]2[N:8]=[CH:9][N:10]=[C:11]([NH:12][NH2:13])[C:6]=2[S:5][CH:4]=1.[N:14]1[CH:19]=[CH:18][CH:17]=[C:16]([CH:20]=O)[CH:15]=1. The yield is 0.810. (3) The yield is 0.450. The product is [F:1][C:2]1[CH:10]=[C:9]([C:11]2[CH:16]=[CH:15][C:14]([O:17][CH2:18][CH:19]3[CH2:20][CH2:21][N:22]([CH2:25][C:26]([F:29])([CH3:28])[CH3:27])[CH2:23][CH2:24]3)=[CH:13][N:12]=2)[CH:8]=[CH:7][C:3]=1[C:4]([N:30]1[CH2:34][CH2:33][CH2:32][C@@H:31]1[CH2:35][OH:36])=[O:6]. The reactants are [F:1][C:2]1[CH:10]=[C:9]([C:11]2[CH:16]=[CH:15][C:14]([O:17][CH2:18][CH:19]3[CH2:24][CH2:23][N:22]([CH2:25][C:26]([F:29])([CH3:28])[CH3:27])[CH2:21][CH2:20]3)=[CH:13][N:12]=2)[CH:8]=[CH:7][C:3]=1[C:4]([OH:6])=O.[NH:30]1[CH2:34][CH2:33][CH2:32][C@@H:31]1[CH2:35][OH:36].F[P-](F)(F)(F)(F)F.N1(O[P+](N(C)C)(N(C)C)N(C)C)C2C=CC=CC=2N=N1.O. The catalyst is CN(C=O)C. (4) The reactants are OO.[NH2:3][C:4]([C:10]1[CH:15]=[CH:14][C:13]([O:16][CH3:17])=[CH:12][CH:11]=1)=[C:5]([CH3:9])[C:6]([NH2:8])=[S:7]. The catalyst is CO. The product is [CH3:17][O:16][C:13]1[CH:12]=[CH:11][C:10]([C:4]2[C:5]([CH3:9])=[C:6]([NH2:8])[S:7][N:3]=2)=[CH:15][CH:14]=1. The yield is 0.882.